Dataset: Retrosynthesis with 50K atom-mapped reactions and 10 reaction types from USPTO. Task: Predict the reactants needed to synthesize the given product. (1) The reactants are: COc1c(C2CCC2)ccc(B(O)O)c1F.Nc1ncc(Br)cn1. Given the product COc1c(C2CCC2)ccc(-c2cnc(N)nc2)c1F, predict the reactants needed to synthesize it. (2) Given the product O=C(c1ccccc1)c1ccc(C(=O)N2Cc3ccccc3Oc3ccccc32)cc1, predict the reactants needed to synthesize it. The reactants are: O=C(Cl)c1ccc(C(=O)c2ccccc2)cc1.c1ccc2c(c1)CNc1ccccc1O2. (3) Given the product CCOC(=O)c1cc(Oc2cnc(NC(C)=O)cn2)c2cn(CC)nc2c1, predict the reactants needed to synthesize it. The reactants are: CC(=O)Cl.CCOC(=O)c1cc(Oc2cnc(N)cn2)c2cn(CC)nc2c1. (4) Given the product N#Cc1cc(N2CCCC2=O)ccc1C(=O)N1CCN(c2ncc(C3CC3)cc2C2CC2)CC1, predict the reactants needed to synthesize it. The reactants are: N#Cc1cc(Br)ccc1C(=O)N1CCN(c2ncc(C3CC3)cc2C2CC2)CC1.O=C1CCCN1. (5) Given the product Nc1ccc(Oc2ccnc(Cl)c2)c(F)c1, predict the reactants needed to synthesize it. The reactants are: Clc1ccnc(Cl)c1.Nc1ccc(O)c(F)c1. (6) Given the product CN(C(=O)C(F)(F)F)C1CCc2cc(N3CC[C@H](N)C3=O)ccc21, predict the reactants needed to synthesize it. The reactants are: CN(C(=O)C(F)(F)F)C1CCc2cc(N3CC[C@H](NC(=O)OC(C)(C)C)C3=O)ccc21. (7) Given the product C=C[C@H](N)CO[Si](C)(C)C(C)(C)C, predict the reactants needed to synthesize it. The reactants are: C=C[C@@H](CO[Si](C)(C)C(C)(C)C)N1C(=O)c2ccccc2C1=O. (8) Given the product N#Cc1cccc(CN2CCN(Cc3nnc4nc(N)nc(N)c4n3)CC2)c1, predict the reactants needed to synthesize it. The reactants are: N#Cc1cccc(CBr)c1.Nc1nc(N)c2nc(CN3CCNCC3)nnc2n1.